Dataset: Peptide-MHC class II binding affinity with 134,281 pairs from IEDB. Task: Regression. Given a peptide amino acid sequence and an MHC pseudo amino acid sequence, predict their binding affinity value. This is MHC class II binding data. (1) The peptide sequence is LMTSPKWVQMCSRTL. The MHC is DRB4_0101 with pseudo-sequence DRB4_0103. The binding affinity (normalized) is 0.378. (2) The peptide sequence is EEALNVALAVVTLLA. The MHC is DRB1_0101 with pseudo-sequence DRB1_0101. The binding affinity (normalized) is 0.944. (3) The peptide sequence is KKLVGGVVLLGAMLVGQ. The MHC is DRB3_0301 with pseudo-sequence DRB3_0301. The binding affinity (normalized) is 0.834. (4) The peptide sequence is FGTMPSLTLACLTKQ. The MHC is DRB1_0405 with pseudo-sequence DRB1_0405. The binding affinity (normalized) is 0.639. (5) The peptide sequence is GIHTVFGSAFQGLFG. The MHC is DRB1_0404 with pseudo-sequence DRB1_0404. The binding affinity (normalized) is 0.234. (6) The peptide sequence is KKPFALLLVLAGWLFHV. The MHC is HLA-DQA10201-DQB10303 with pseudo-sequence HLA-DQA10201-DQB10303. The binding affinity (normalized) is 0.332. (7) The peptide sequence is VTFKNAHAKKPEVVV. The MHC is DRB3_0101 with pseudo-sequence DRB3_0101. The binding affinity (normalized) is 0.0933.